From a dataset of Reaction yield outcomes from USPTO patents with 853,638 reactions. Predict the reaction yield, written as a fraction of the theoretical maximum amount of product (1.0 means a 100% yield; for example, 0.34 means a 34% yield). (1) The reactants are [Cl:1][C:2]1[C:3]([O:18][CH3:19])=[C:4]([C:9]([CH3:17])([CH3:16])[CH2:10][C:11](=[O:15])[C:12]([OH:14])=[O:13])[CH:5]=[CH:6][C:7]=1[CH3:8].S(=O)(=O)(O)O.[CH2:25](O)[CH3:26]. No catalyst specified. The product is [CH2:25]([O:13][C:12](=[O:14])[C:11](=[O:15])[CH2:10][C:9]([C:4]1[CH:5]=[CH:6][C:7]([CH3:8])=[C:2]([Cl:1])[C:3]=1[O:18][CH3:19])([CH3:17])[CH3:16])[CH3:26]. The yield is 0.816. (2) The reactants are Br[C:2]1[CH:3]=[C:4]([CH3:8])[CH:5]=[CH:6][CH:7]=1.[CH2:9]([Li])[CH2:10][CH2:11][CH3:12].[C:14](Cl)(=[O:24])[C:15]1[CH:23]=[CH:22][CH:21]=[C:17]([C:18](Cl)=[O:19])[CH:16]=1.O1C[CH2:29][CH2:28][CH2:27]1. No catalyst specified. The product is [CH3:12][C:11]1[CH:27]=[C:28]([CH:29]=[CH:9][CH:10]=1)[C:14]([C:15]1[CH:23]=[CH:22][CH:21]=[C:17]([C:18](=[O:19])[C:6]2[CH:7]=[CH:2][CH:3]=[C:4]([CH3:8])[CH:5]=2)[CH:16]=1)=[O:24]. The yield is 0.720. (3) The reactants are Br[C:2]1[C:7]([CH3:8])=[CH:6][C:5]([F:9])=[CH:4][N:3]=1.[C:10](=[N:23][NH2:24])([C:17]1[CH:22]=[CH:21][CH:20]=[CH:19][CH:18]=1)[C:11]1[CH:16]=[CH:15][CH:14]=[CH:13][CH:12]=1.CC(C)([O-])C.[K+]. The catalyst is C1(C)C=CC=CC=1.C1(B(O)O)C=CC=CC=1. The product is [C:10](=[N:23][NH:24][C:2]1[C:7]([CH3:8])=[CH:6][C:5]([F:9])=[CH:4][N:3]=1)([C:17]1[CH:18]=[CH:19][CH:20]=[CH:21][CH:22]=1)[C:11]1[CH:16]=[CH:15][CH:14]=[CH:13][CH:12]=1. The yield is 0.640. (4) The reactants are Cl.[CH3:2][N:3]([CH3:24])[CH:4]1[CH2:9][CH2:8][N:7]([C:10]([C:12]2[CH:13]=[C:14]3[C:18](=[CH:19][CH:20]=2)[NH:17][C:16]([C:21]([OH:23])=O)=[CH:15]3)=[O:11])[CH2:6][CH2:5]1.[F:25][B-](F)(F)F.N1(OC(N(C)C)=[N+](C)C)C2C=CC=CC=2N=N1.[F:47][C:48]1C=CC(N)=CC=1.C([N:58]([CH2:62][CH3:63])[CH:59]([CH3:61])C)(C)C. The catalyst is CN(C)C=O. The product is [F:25][C:48]1([F:47])[CH2:61][CH2:59][N:58]([C:21]([C:16]2[NH:17][C:18]3[C:14]([CH:15]=2)=[CH:13][C:12]([C:10]([N:7]2[CH2:8][CH2:9][CH:4]([N:3]([CH3:2])[CH3:24])[CH2:5][CH2:6]2)=[O:11])=[CH:20][CH:19]=3)=[O:23])[CH2:62][CH2:63]1. The yield is 0.720. (5) The reactants are S(O[CH2:12][C@@H:13]([OH:32])[C@@H:14]([OH:31])[C@@H:15]1[O:25][C:19]([OH:24])([C:20](=[O:23])[O:21]C)[CH2:18][C@H:17]([OH:26])[C@H:16]1[NH:27][C:28](=[O:30])[CH3:29])(C1C=CC(C)=CC=1)(=O)=O.[N-:33]=[N+:34]=[N-:35].[Na+]. The catalyst is CC(C)=O.O. The product is [C:28]([NH:27][C@@H:16]([C@H:15]([C@@H:14]([C@@H:13]([CH2:12][N:33]=[N+:34]=[N-:35])[OH:32])[OH:31])[OH:25])[C@@H:17]([OH:26])[CH2:18][C:19](=[O:24])[C:20]([OH:21])=[O:23])(=[O:30])[CH3:29]. The yield is 0.520.